Dataset: Catalyst prediction with 721,799 reactions and 888 catalyst types from USPTO. Task: Predict which catalyst facilitates the given reaction. Reactant: Br[C:2]1[CH:3]=[CH:4][C:5]2[N:6]([C:8]([C:11]3[CH:12]=[N:13][C:14]([O:19][CH3:20])=[C:15]([O:17][CH3:18])[CH:16]=3)=[CH:9][N:10]=2)[CH:7]=1.[NH:21]1[CH2:26][CH2:25][O:24][CH2:23][CH2:22]1.C1(P(C2C=CC=CC=2)C2C=CC3C(=CC=CC=3)C=2C2C3C(=CC=CC=3)C=CC=2P(C2C=CC=CC=2)C2C=CC=CC=2)C=CC=CC=1.CC(C)([O-])C.[Na+]. Product: [CH3:18][O:17][C:15]1[CH:16]=[C:11]([C:8]2[N:6]3[CH:7]=[C:2]([N:21]4[CH2:26][CH2:25][O:24][CH2:23][CH2:22]4)[CH:3]=[CH:4][C:5]3=[N:10][CH:9]=2)[CH:12]=[N:13][C:14]=1[O:19][CH3:20]. The catalyst class is: 187.